Predict the reactants needed to synthesize the given product. From a dataset of Full USPTO retrosynthesis dataset with 1.9M reactions from patents (1976-2016). (1) Given the product [F:17][C:18]1[CH:23]=[CH:22][C:21]([S:24]([N:10]2[C:11]3[C:16](=[CH:15][CH:14]=[CH:13][N:12]=3)[C:8]([C:5]3[CH2:4][CH2:3][N:2]([CH3:1])[CH2:7][CH:6]=3)=[CH:9]2)(=[O:26])=[O:25])=[CH:20][CH:19]=1, predict the reactants needed to synthesize it. The reactants are: [CH3:1][N:2]1[CH2:7][CH:6]=[C:5]([C:8]2[C:16]3[C:11](=[N:12][CH:13]=[CH:14][CH:15]=3)[NH:10][CH:9]=2)[CH2:4][CH2:3]1.[F:17][C:18]1[CH:23]=[CH:22][C:21]([S:24](Cl)(=[O:26])=[O:25])=[CH:20][CH:19]=1. (2) Given the product [CH3:1][C:2]([CH2:4][CH3:5])=[O:3].[OH:6][CH2:7][CH:8]([CH2:10][OH:11])[OH:9], predict the reactants needed to synthesize it. The reactants are: [CH3:1][C:2]([CH2:4][CH3:5])=[O:3].[OH:6][CH2:7][CH:8]([CH2:10][OH:11])[OH:9]. (3) Given the product [F:1][C:2]1[CH:7]=[CH:6][C:5]([OH:8])=[C:4]([CH2:14][C:13]2[CH:16]=[CH:17][CH:18]=[C:11]([O:10][CH3:9])[CH:12]=2)[CH:3]=1, predict the reactants needed to synthesize it. The reactants are: [F:1][C:2]1[CH:7]=[CH:6][C:5]([OH:8])=[CH:4][CH:3]=1.[CH3:9][O:10][C:11]1[CH:12]=[C:13]([CH:16]=[CH:17][CH:18]=1)[CH2:14]Cl. (4) Given the product [F:22][C:19]1[CH:18]=[CH:17][C:16]([CH2:15][NH:14][C:12]([C:11]2[CH:23]=[C:24]([C:29]3[S:28][CH:32]=[CH:31][CH:30]=3)[N:25]=[C:9]([OH:8])[C:10]=2[OH:27])=[O:13])=[CH:21][CH:20]=1, predict the reactants needed to synthesize it. The reactants are: C([O:8][C:9]1[C:10]([OH:27])=[C:11]([CH:23]=[C:24](I)[N:25]=1)[C:12]([NH:14][CH2:15][C:16]1[CH:21]=[CH:20][C:19]([F:22])=[CH:18][CH:17]=1)=[O:13])C1C=CC=CC=1.[S:28]1[CH:32]=[CH:31][CH:30]=[C:29]1[Sn](CCCC)(CCCC)CCCC.Cl.